Dataset: Forward reaction prediction with 1.9M reactions from USPTO patents (1976-2016). Task: Predict the product of the given reaction. (1) Given the reactants [CH3:1][C:2]([S:7]([C:10]1[CH:15]=[CH:14][CH:13]=[C:12]([C:16]([F:19])([F:18])[F:17])[CH:11]=1)(=[O:9])=[O:8])([CH3:6])[CH2:3][CH2:4]O.[N-:20]=[N+:21]=[N-:22].[Na+], predict the reaction product. The product is: [N:20]([CH2:4][CH2:3][C:2]([CH3:6])([S:7]([C:10]1[CH:15]=[CH:14][CH:13]=[C:12]([C:16]([F:19])([F:18])[F:17])[CH:11]=1)(=[O:9])=[O:8])[CH3:1])=[N+:21]=[N-:22]. (2) Given the reactants Cl[C:2]1[C:11]2[C:6](=[CH:7][C:8]([O:14][CH2:15][CH2:16][CH2:17][S:18]([CH3:21])(=[O:20])=[O:19])=[C:9]([O:12][CH3:13])[CH:10]=2)[N:5]=[CH:4][N:3]=1.[OH:22][C:23]1[CH:24]=[C:25]2[C:29](=[CH:30][CH:31]=1)[NH:28][CH:27]=[CH:26]2, predict the reaction product. The product is: [NH:28]1[C:29]2[C:25](=[CH:24][C:23]([O:22][C:2]3[C:11]4[C:6](=[CH:7][C:8]([O:14][CH2:15][CH2:16][CH2:17][S:18]([CH3:21])(=[O:20])=[O:19])=[C:9]([O:12][CH3:13])[CH:10]=4)[N:5]=[CH:4][N:3]=3)=[CH:31][CH:30]=2)[CH:26]=[CH:27]1. (3) Given the reactants Br[C:2]1[CH:20]=[CH:19][C:5]([CH2:6][N:7]2[CH:11]=[C:10]([C:12]3[C:13]([NH2:18])=[N:14][CH:15]=[CH:16][CH:17]=3)[CH:9]=[N:8]2)=[CH:4][CH:3]=1.[O:21]1[CH2:26]CO[CH2:23][CH2:22]1.C(=O)([O-])[O-].[Cs+].[Cs+].C1(P(C2C=CC=CC=2)C2C=CC3C(=CC=CC=3)C=2C2C3C(=CC=CC=3)C=CC=2P(C2C=CC=CC=2)C2C=CC=CC=2)C=CC=CC=1, predict the reaction product. The product is: [CH2:22]([O:21][CH2:26][C:2]1[CH:20]=[CH:19][C:5]([CH2:6][N:7]2[CH:11]=[C:10]([C:12]3[C:13]([NH2:18])=[N:14][CH:15]=[CH:16][CH:17]=3)[CH:9]=[N:8]2)=[CH:4][CH:3]=1)[CH3:23]. (4) Given the reactants [CH2:1](CN)[C:2]1[CH:7]=[CH:6][CH:5]=[CH:4][CH:3]=1.F[C:11]1[CH:12]=[C:13]([CH:21]=[CH:22][C:23]=1[N+:24]([O-:26])=[O:25])[CH2:14][N:15]1[CH2:20][CH2:19][O:18][CH2:17][CH2:16]1.[C:27](#[N:29])C, predict the reaction product. The product is: [CH2:1]([N:29]([CH3:27])[C:11]1[CH:12]=[C:13]([CH2:14][N:15]2[CH2:20][CH2:19][O:18][CH2:17][CH2:16]2)[CH:21]=[CH:22][C:23]=1[N+:24]([O-:26])=[O:25])[C:2]1[CH:3]=[CH:4][CH:5]=[CH:6][CH:7]=1. (5) The product is: [CH3:1][O:2][C:3](=[O:18])[CH2:4][C@H:5]1[CH2:6][CH2:7][C@H:8]([C:11]2[CH:12]=[CH:13][C:14]([NH:17][C:46](=[O:47])[CH2:45][CH2:44][NH:43][C:41]([C:39]3[C:38]([C:49]([F:52])([F:50])[F:51])=[N:37][N:36]([C:30]4[CH:35]=[CH:34][CH:33]=[CH:32][CH:31]=4)[CH:40]=3)=[O:42])=[CH:15][CH:16]=2)[CH2:9][CH2:10]1. Given the reactants [CH3:1][O:2][C:3](=[O:18])[CH2:4][C@H:5]1[CH2:10][CH2:9][C@H:8]([C:11]2[CH:16]=[CH:15][C:14]([NH2:17])=[CH:13][CH:12]=2)[CH2:7][CH2:6]1.CCN=C=NCCCN(C)C.[C:30]1([N:36]2[CH:40]=[C:39]([C:41]([NH:43][CH2:44][CH2:45][C:46](O)=[O:47])=[O:42])[C:38]([C:49]([F:52])([F:51])[F:50])=[N:37]2)[CH:35]=[CH:34][CH:33]=[CH:32][CH:31]=1.C1C=CC2N(O)N=NC=2C=1.C(N(C(C)C)C(C)C)C, predict the reaction product. (6) Given the reactants [CH:1]1([O:6][C:7]2[C:16]([O:17][CH3:18])=[CH:15][CH:14]=[C:13]3[C:8]=2[CH:9]=[N:10][N:11]=[C:12]3[CH2:19][C:20]2[C:25]([Cl:26])=[CH:24][N:23]=[CH:22][C:21]=2[Cl:27])[CH2:5][CH2:4][CH2:3][CH2:2]1.ClC1C=CC=C(C(OO)=[O:36])C=1, predict the reaction product. The product is: [CH:1]1([O:6][C:7]2[C:16]([O:17][CH3:18])=[CH:15][CH:14]=[C:13]3[C:8]=2[CH:9]=[N+:10]([O-:36])[N:11]=[C:12]3[CH2:19][C:20]2[C:21]([Cl:27])=[CH:22][N:23]=[CH:24][C:25]=2[Cl:26])[CH2:5][CH2:4][CH2:3][CH2:2]1. (7) Given the reactants [Mn]([O-])(=O)(=O)=[O:2].[K+].[CH:7]([C:9]1[CH:10]=[CH:11][C:12]2[S:16][CH:15]=[C:14]([CH2:17][CH2:18][NH:19][C:20]([CH:22]3[CH2:27][CH2:26][CH2:25][CH2:24][CH2:23]3)=[O:21])[C:13]=2[CH:28]=1)=[O:8], predict the reaction product. The product is: [CH:22]1([C:20]([NH:19][CH2:18][CH2:17][C:14]2[C:13]3[CH:28]=[C:9]([C:7]([OH:2])=[O:8])[CH:10]=[CH:11][C:12]=3[S:16][CH:15]=2)=[O:21])[CH2:27][CH2:26][CH2:25][CH2:24][CH2:23]1.